Task: Predict the reaction yield, written as a fraction of the theoretical maximum amount of product (1.0 means a 100% yield; for example, 0.34 means a 34% yield).. Dataset: Reaction yield outcomes from USPTO patents with 853,638 reactions (1) The reactants are Br[C:2]1[N:10]([CH2:11][C:12]2[CH:17]=[CH:16][C:15]([Cl:18])=[CH:14][CH:13]=2)[C:9]2[C:8](=[O:19])[N:7]([CH2:20][CH2:21][CH2:22][O:23]C3CCCCO3)[C:6](=[O:30])[N:5]([CH3:31])[C:4]=2[N:3]=1.[F:32][C:33]([F:45])([F:44])[O:34][C:35]1[CH:36]=[C:37](B(O)O)[CH:38]=[CH:39][CH:40]=1.C(=O)([O-])[O-].[Na+].[Na+].CN1CCC(=C2C3C(=CC=CC=3)C=CC3C2=CC=CC=3)CC1. The catalyst is C1(C)C=CC=CC=1.C(O)C.Cl.C1C=CC([P]([Pd]([P](C2C=CC=CC=2)(C2C=CC=CC=2)C2C=CC=CC=2)([P](C2C=CC=CC=2)(C2C=CC=CC=2)C2C=CC=CC=2)[P](C2C=CC=CC=2)(C2C=CC=CC=2)C2C=CC=CC=2)(C2C=CC=CC=2)C2C=CC=CC=2)=CC=1. The product is [Cl:18][C:15]1[CH:14]=[CH:13][C:12]([CH2:11][N:10]2[C:9]3[C:8](=[O:19])[N:7]([CH2:20][CH2:21][CH2:22][OH:23])[C:6](=[O:30])[N:5]([CH3:31])[C:4]=3[N:3]=[C:2]2[C:37]2[CH:38]=[CH:39][CH:40]=[C:35]([O:34][C:33]([F:32])([F:44])[F:45])[CH:36]=2)=[CH:17][CH:16]=1. The yield is 0.494. (2) The reactants are [CH3:1][O:2][C:3]1[CH:28]=[CH:27][C:6]([CH2:7][N:8]2[C:12]3=[N:13][CH:14]=[CH:15][C:16]([O:17][C:18]4[CH:23]=[CH:22][C:21]([NH2:24])=[CH:20][C:19]=4[F:25])=[C:11]3[C:10](I)=[N:9]2)=[CH:5][CH:4]=1.[CH2:29]1[CH:33]2[CH2:34][NH:35][CH2:36][CH:32]2[CH2:31][N:30]1[C:37]([O:39][C:40]([CH3:43])([CH3:42])[CH3:41])=[O:38].N1CCC[C@H]1C(O)=O.C([O-])([O-])=O.[K+].[K+]. The catalyst is [Cu]I.CS(C)=O. The product is [NH2:24][C:21]1[CH:22]=[CH:23][C:18]([O:17][C:16]2[CH:15]=[CH:14][N:13]=[C:12]3[N:8]([CH2:7][C:6]4[CH:27]=[CH:28][C:3]([O:2][CH3:1])=[CH:4][CH:5]=4)[N:9]=[C:10]([N:35]4[CH2:34][CH:33]5[CH2:29][N:30]([C:37]([O:39][C:40]([CH3:43])([CH3:42])[CH3:41])=[O:38])[CH2:31][CH:32]5[CH2:36]4)[C:11]=23)=[C:19]([F:25])[CH:20]=1. The yield is 0.382. (3) The reactants are [CH3:1][C:2]1[CH:3]=[CH:4][C:5]([OH:24])=[C:6]([C@@H:8]([C:18]2[CH:19]=[CH:20][CH:21]=[CH:22][CH:23]=2)[CH2:9][CH2:10][N:11]([CH:15]([CH3:17])[CH3:16])[CH:12]([CH3:14])[CH3:13])[CH:7]=1.[C:25]([OH:35])(=[O:34])[C:26]1[C:27](=[CH:29][CH:30]=[C:31]([CH:33]=1)[OH:32])[OH:28]. The catalyst is CC(C)=O. The product is [CH3:1][C:2]1[CH:3]=[CH:4][C:5]([OH:24])=[C:6]([C@@H:8]([C:18]2[CH:19]=[CH:20][CH:21]=[CH:22][CH:23]=2)[CH2:9][CH2:10][N:11]([CH:12]([CH3:14])[CH3:13])[CH:15]([CH3:16])[CH3:17])[CH:7]=1.[C:25]([O-:35])(=[O:34])[C:26]1[C:27](=[CH:29][CH:30]=[C:31]([CH:33]=1)[OH:32])[OH:28]. The yield is 0.425. (4) The reactants are [CH2:1]([N:5]1[C:13]2[N:12]=[CH:11][N:10](CC3C=CC=CC=3)[C:9]=2[C:8](=[O:21])[N:7]([CH2:22][CH3:23])[C:6]1=[O:24])[CH2:2][CH2:3][CH3:4]. The catalyst is C(O)(=O)C.[OH-].[OH-].[Pd+2]. The product is [CH2:1]([N:5]1[C:13]2[N:12]=[CH:11][NH:10][C:9]=2[C:8](=[O:21])[N:7]([CH2:22][CH3:23])[C:6]1=[O:24])[CH2:2][CH2:3][CH3:4]. The yield is 0.890.